Predict the reaction yield, written as a fraction of the theoretical maximum amount of product (1.0 means a 100% yield; for example, 0.34 means a 34% yield). From a dataset of Reaction yield outcomes from USPTO patents with 853,638 reactions. (1) The reactants are [F:1][C:2]1[CH:17]=[CH:16][C:5]2[C:6]3[N:7]([C:11](I)=[C:12]([I:14])[N:13]=3)[CH2:8][CH2:9][O:10][C:4]=2[CH:3]=1.O1CCCC1.C[Mg]Br. The catalyst is CCOCC.[Cl-].[NH4+]. The product is [F:1][C:2]1[CH:17]=[CH:16][C:5]2[C:6]3[N:7]([CH:11]=[C:12]([I:14])[N:13]=3)[CH2:8][CH2:9][O:10][C:4]=2[CH:3]=1. The yield is 0.880. (2) The reactants are [CH3:1][NH:2][C:3]1[CH:4]=[N:5][C:6]2[CH:7]=[C:8]3[CH2:17][CH2:16][NH:15][CH2:14][CH2:13][C:9]3=[CH:10][C:11]=2[N:12]=1.ClC1C=NC2C=C3CCN([C:34](=[O:39])[C:35]([F:38])([F:37])[F:36])CCC3=CC=2N=1.CN.C(=O)([O-])[O-:43].[K+].[K+]. The catalyst is C1COCC1. The product is [F:36][C:35]([F:38])([F:37])[C:34]([OH:39])=[O:43].[CH3:1][NH:2][C:3]1[CH:4]=[N:5][C:6]2[CH:7]=[C:8]3[CH2:17][CH2:16][NH:15][CH2:14][CH2:13][C:9]3=[CH:10][C:11]=2[N:12]=1. The yield is 0.620. (3) The reactants are Br[C:2]1[CH:11]=[C:10]2[C:5]([CH2:6][CH2:7][N:8]([CH2:13][C:14]3[CH:19]=[CH:18][C:17]([F:20])=[CH:16][CH:15]=3)[C:9]2=[O:12])=[CH:4][CH:3]=1.[F:21][C:22]1[CH:27]=[CH:26][C:25]([C:28]2[O:29][C:30]3[CH:40]=[C:39]([N:41]([CH3:46])[S:42]([CH3:45])(=[O:44])=[O:43])[C:38](B4OC(C)(C)C(C)(C)O4)=[CH:37][C:31]=3[C:32]=2[C:33]([NH:35][CH3:36])=[O:34])=[CH:24][CH:23]=1.C([O-])([O-])=O.[Cs+].[Cs+]. The catalyst is O1CCOCC1.O.[Pd](Cl)Cl.C(P(C(C)(C)C)[C-]1C=CC=C1)(C)(C)C.[C-]1(P(C(C)(C)C)C(C)(C)C)C=CC=C1.[Fe+2]. The product is [F:20][C:17]1[CH:18]=[CH:19][C:14]([CH2:13][N:8]2[CH2:7][CH2:6][C:5]3[C:10](=[CH:11][C:2]([C:38]4[C:39]([N:41]([CH3:46])[S:42]([CH3:45])(=[O:44])=[O:43])=[CH:40][C:30]5[O:29][C:28]([C:25]6[CH:26]=[CH:27][C:22]([F:21])=[CH:23][CH:24]=6)=[C:32]([C:33]([NH:35][CH3:36])=[O:34])[C:31]=5[CH:37]=4)=[CH:3][CH:4]=3)[C:9]2=[O:12])=[CH:15][CH:16]=1. The yield is 0.960. (4) The reactants are O=[C:2]([CH3:11])[CH2:3][CH:4]1[C:9](=O)[CH2:8][CH2:7][O:6][CH2:5]1.Cl.[NH2:13][CH2:14][C:15]([O:17][CH2:18][CH3:19])=[O:16].C(=O)(O)[O-].[Na+]. The catalyst is C(Cl)Cl. The product is [CH3:11][C:2]1[N:13]([CH2:14][C:15]([O:17][CH2:18][CH3:19])=[O:16])[C:9]2[CH2:8][CH2:7][O:6][CH2:5][C:4]=2[CH:3]=1. The yield is 0.700. (5) The product is [C:28]([N:12]([CH2:13][C:14]1[C:23]2[C:18](=[CH:19][CH:20]=[CH:21][CH:22]=2)[C:17]([O:24][CH3:25])=[C:16]([O:26][CH3:27])[CH:15]=1)[CH2:8][CH2:9][CH2:10][CH3:11])(=[O:29])[CH3:30]. The reactants are C(N(CC)CC)C.[CH2:8]([NH:12][CH2:13][C:14]1[C:23]2[C:18](=[CH:19][CH:20]=[CH:21][CH:22]=2)[C:17]([O:24][CH3:25])=[C:16]([O:26][CH3:27])[CH:15]=1)[CH2:9][CH2:10][CH3:11].[C:28](Cl)([CH3:30])=[O:29]. The catalyst is C(Cl)Cl. The yield is 1.00. (6) The reactants are C([Li])CCC.[CH2:6]([Cl:8])[Cl:7].[C:9]1([C:15]([C:28]2[CH:33]=[CH:32][CH:31]=[CH:30][CH:29]=2)=[N:16][C@H:17]([C:25](O)=[O:26])[CH2:18][C:19]2[CH:24]=[CH:23][CH:22]=[CH:21][CH:20]=2)[CH:14]=[CH:13][CH:12]=[CH:11][CH:10]=1.[Cl-].[NH4+]. The catalyst is CCCCCC.O1CCCC1.C(OCC)C.O. The product is [Cl:7][CH:6]([Cl:8])[C:25](=[O:26])[C@@H:17]([N:16]=[C:15]([C:28]1[CH:29]=[CH:30][CH:31]=[CH:32][CH:33]=1)[C:9]1[CH:10]=[CH:11][CH:12]=[CH:13][CH:14]=1)[CH2:18][C:19]1[CH:24]=[CH:23][CH:22]=[CH:21][CH:20]=1. The yield is 0.960. (7) The reactants are [CH3:1][O:2][N:3]([CH3:13])[C:4](=[O:12])[C:5]1[CH:10]=[CH:9][CH:8]=[N:7][C:6]=1[OH:11].Cl[C:15]([F:20])([F:19])C([O-])=O.[Na+].[OH-].[Na+].Cl. The catalyst is O.CN(C)C=O. The product is [CH3:1][O:2][N:3]([CH3:13])[C:4](=[O:12])[C:5]1[CH:10]=[CH:9][CH:8]=[N:7][C:6]=1[O:11][CH:15]([F:20])[F:19]. The yield is 0.530.